Dataset: Forward reaction prediction with 1.9M reactions from USPTO patents (1976-2016). Task: Predict the product of the given reaction. (1) Given the reactants [OH:1][CH:2]([C:18]1[CH:27]=[CH:26][C:21]2[C:22](=[O:25])[O:23][CH2:24][C:20]=2[C:19]=1[CH3:28])[CH2:3][N:4]1[CH2:9][CH2:8][N:7](C(OC(C)(C)C)=O)[CH2:6][C:5]1=[O:17].C(O)(C(F)(F)F)=O, predict the reaction product. The product is: [OH:1][CH:2]([C:18]1[CH:27]=[CH:26][C:21]2[C:22](=[O:25])[O:23][CH2:24][C:20]=2[C:19]=1[CH3:28])[CH2:3][N:4]1[CH2:9][CH2:8][NH:7][CH2:6][C:5]1=[O:17]. (2) Given the reactants [CH2:1]([C:3]1[S:28][C:6]2[N:7]([CH2:13][C:14]3[CH:19]=[CH:18][C:17]([C:20]4[C:21]([C:26]#[N:27])=[CH:22][CH:23]=[CH:24][CH:25]=4)=[CH:16][CH:15]=3)[C:8](=[O:12])[NH:9][C:10](=[O:11])[C:5]=2[CH:4]=1)[CH3:2].Br[CH2:30][C:31](=[O:36])[C:32]([CH3:35])([CH3:34])[CH3:33].CN(C)C=O.[H-].[Na+], predict the reaction product. The product is: [CH3:33][C:32]([CH3:35])([CH3:34])[C:31](=[O:36])[CH2:30][N:9]1[C:10](=[O:11])[C:5]2[CH:4]=[C:3]([CH2:1][CH3:2])[S:28][C:6]=2[N:7]([CH2:13][C:14]2[CH:19]=[CH:18][C:17]([C:20]3[C:21]([C:26]#[N:27])=[CH:22][CH:23]=[CH:24][CH:25]=3)=[CH:16][CH:15]=2)[C:8]1=[O:12]. (3) Given the reactants S(Cl)(Cl)=O.[NH2:5][C@@H:6]([CH2:10][CH2:11][CH2:12][C:13]([OH:15])=[O:14])[C:7]([OH:9])=[O:8].[CH3:16]COCC, predict the reaction product. The product is: [NH2:5][C@@H:6]([CH2:10][CH2:11][CH2:12][C:13]([O:15][CH3:16])=[O:14])[C:7]([OH:9])=[O:8]. (4) Given the reactants [NH2:1][C:2]1[CH:19]=[CH:18][C:5]2[CH2:6][CH2:7][N:8]([CH2:11][C@@H:12]([OH:17])[C:13]([F:16])([F:15])[F:14])[CH2:9][CH2:10][C:4]=2[CH:3]=1.Cl[C:21]1[N:26]=[C:25]([NH:27][C:28]2[CH:37]=[CH:36][CH:35]=[CH:34][C:29]=2[C:30]([NH:32][CH3:33])=[O:31])[C:24]([Cl:38])=[CH:23][N:22]=1.Cl.C(=O)([O-])[O-], predict the reaction product. The product is: [Cl:38][C:24]1[C:25]([NH:27][C:28]2[CH:37]=[CH:36][CH:35]=[CH:34][C:29]=2[C:30]([NH:32][CH3:33])=[O:31])=[N:26][C:21]([NH:1][C:2]2[CH:19]=[CH:18][C:5]3[CH2:6][CH2:7][N:8]([CH2:11][C@@H:12]([OH:17])[C:13]([F:16])([F:14])[F:15])[CH2:9][CH2:10][C:4]=3[CH:3]=2)=[N:22][CH:23]=1.